The task is: Predict the reaction yield, written as a fraction of the theoretical maximum amount of product (1.0 means a 100% yield; for example, 0.34 means a 34% yield).. This data is from Reaction yield outcomes from USPTO patents with 853,638 reactions. The reactants are [NH:1]1[CH2:6][CH2:5][O:4][CH2:3][CH2:2]1.CC(C)=O.[Br:11][CH:12](Br)[CH3:13]. No catalyst specified. The product is [Br:11][CH2:12][CH2:13][N:1]1[CH2:6][CH2:5][O:4][CH2:3][CH2:2]1. The yield is 0.0700.